Dataset: Reaction yield outcomes from USPTO patents with 853,638 reactions. Task: Predict the reaction yield, written as a fraction of the theoretical maximum amount of product (1.0 means a 100% yield; for example, 0.34 means a 34% yield). (1) The reactants are Cl[C:2]1[N:3]([CH2:10][C:11]([CH3:31])([OH:30])[CH2:12][N:13]2[CH2:18][CH2:17][CH:16]([O:19][C:20]3[CH:25]=[CH:24][C:23]([C:26]([F:29])([F:28])[F:27])=[CH:22][CH:21]=3)[CH2:15][CH2:14]2)[CH:4]=[C:5]([N+:7]([O-:9])=[O:8])[N:6]=1.[H-].[Na+].C(OCC)(=O)C. The catalyst is CN(C=O)C. The product is [CH3:31][C:11]1([CH2:12][N:13]2[CH2:18][CH2:17][CH:16]([O:19][C:20]3[CH:25]=[CH:24][C:23]([C:26]([F:29])([F:28])[F:27])=[CH:22][CH:21]=3)[CH2:15][CH2:14]2)[O:30][C:2]2=[N:6][C:5]([N+:7]([O-:9])=[O:8])=[CH:4][N:3]2[CH2:10]1. The yield is 0.390. (2) The reactants are [Cl:1][C:2]1[C:3]([O:11][CH2:12][C:13]([F:16])([F:15])[F:14])=[N:4][CH:5]=[C:6]([CH:10]=1)[C:7](O)=[O:8].[BH4-].[Na+].Cl.C(=O)(O)[O-].[Na+]. The catalyst is C1COCC1.O. The product is [Cl:1][C:2]1[CH:10]=[C:6]([CH2:7][OH:8])[CH:5]=[N:4][C:3]=1[O:11][CH2:12][C:13]([F:14])([F:15])[F:16]. The yield is 0.980. (3) The reactants are [NH:1]1[CH:8]=[CH:7][C:5](=[O:6])[NH:4][C:2]1=[S:3].[OH-].[Na+].I[CH3:12]. The yield is 0.570. The product is [CH3:12][S:3][C:2]1[N:4]=[C:5]([OH:6])[CH:7]=[CH:8][N:1]=1. The catalyst is CO. (4) The reactants are [CH2:1]([O:8][C:9]1[CH:10]=[C:11]([CH:34]=[CH:35][CH:36]=1)[O:12][C:13]1[CH:14]=[CH:15][C:16]2[CH:20]([CH2:21][CH2:22][CH2:23][O:24][Si](C(C)(C)C)(C)C)[O:19][B:18]([OH:32])[C:17]=2[CH:33]=1)[C:2]1[CH:7]=[CH:6][CH:5]=[CH:4][CH:3]=1.O.C(O)(=O)C. The catalyst is C1COCC1. The product is [CH2:1]([O:8][C:9]1[CH:10]=[C:11]([CH:34]=[CH:35][CH:36]=1)[O:12][C:13]1[CH:14]=[CH:15][C:16]2[CH:20]([CH2:21][CH2:22][CH2:23][OH:24])[O:19][B:18]([OH:32])[C:17]=2[CH:33]=1)[C:2]1[CH:3]=[CH:4][CH:5]=[CH:6][CH:7]=1. The yield is 0.690. (5) The reactants are Br[C:2]1[C:7]2=[N:8][C:9]([C:12]([N:14]3[CH2:18][CH2:17][CH:16]([OH:19])[CH2:15]3)=[O:13])=[CH:10][N:11]=[C:6]2[CH:5]=[N:4][CH:3]=1.[F:20][C:21]1[CH:22]=[C:23](B(O)O)[CH:24]=[CH:25][C:26]=1[C:27]([F:30])([F:29])[F:28].C(=O)([O-])[O-].[Cs+].[Cs+].O1CCOCC1. The catalyst is C1(P([C-]2C=CC=C2)C2C=CC=CC=2)C=CC=CC=1.[C-]1(P(C2C=CC=CC=2)C2C=CC=CC=2)C=CC=C1.[Fe+2].[Pd](Cl)Cl.O. The product is [F:20][C:21]1[CH:22]=[C:23]([C:2]2[C:7]3=[N:8][C:9]([C:12]([N:14]4[CH2:18][CH2:17][CH:16]([OH:19])[CH2:15]4)=[O:13])=[CH:10][N:11]=[C:6]3[CH:5]=[N:4][CH:3]=2)[CH:24]=[CH:25][C:26]=1[C:27]([F:28])([F:29])[F:30]. The yield is 0.410. (6) The yield is 0.500. The product is [C:31]([C:3]1[C:2]([CH3:33])=[CH:7][C:6]([CH:8]([NH:10][C:11](=[O:17])[O:12][C:13]([CH3:16])([CH3:15])[CH3:14])[CH3:9])=[C:5]([O:18][CH2:19][CH3:20])[C:4]=1[C:21]1[CH:22]=[N:23][CH:24]=[C:25]([S:27]([CH3:30])(=[O:29])=[O:28])[CH:26]=1)#[N:32]. The catalyst is O1CCOCC1.O.Cl[Pd](Cl)(P(C(C)(C)C)(C(C)(C)C)C1C=CC(N(C)C)=CC=1)P(C1C=CC(N(C)C)=CC=1)(C(C)(C)C)C(C)(C)C. The reactants are Cl[C:2]1[C:3]([C:31]#[N:32])=[C:4]([C:21]2[CH:22]=[N:23][CH:24]=[C:25]([S:27]([CH3:30])(=[O:29])=[O:28])[CH:26]=2)[C:5]([O:18][CH2:19][CH3:20])=[C:6]([CH:8]([NH:10][C:11](=[O:17])[O:12][C:13]([CH3:16])([CH3:15])[CH3:14])[CH3:9])[CH:7]=1.[CH3:33]B(O)O.C(=O)([O-])[O-].[Na+].[Na+]. (7) The reactants are C(OC(=O)[NH:7][CH:8]1[CH2:13][CH2:12][N:11]([CH2:14][CH2:15][N:16]2[C:21]3[CH:22]=[C:23]([O:26][CH3:27])[CH:24]=[CH:25][C:20]=3[S:19][CH2:18][C:17]2=[O:28])[CH2:10][CH2:9]1)(C)(C)C.NC1CCN(CCN2C3C(=CC=C(C#N)C=3)C=CC2=O)CC1. No catalyst specified. The product is [NH2:7][CH:8]1[CH2:9][CH2:10][N:11]([CH2:14][CH2:15][N:16]2[C:21]3[CH:22]=[C:23]([O:26][CH3:27])[CH:24]=[CH:25][C:20]=3[S:19][CH2:18][C:17]2=[O:28])[CH2:12][CH2:13]1. The yield is 1.00. (8) The reactants are [C:1]1([CH3:26])[CH:6]=[CH:5][CH:4]=[C:3]([C:7]2[O:8][C:9]3[CH2:14][CH2:13][N:12](C(OCC4C=CC=CC=4)=O)[CH2:11][C:10]=3[N:25]=2)[CH:2]=1.[Si](I)(C)(C)C. The catalyst is CC#N. The product is [C:1]1([CH3:26])[CH:6]=[CH:5][CH:4]=[C:3]([C:7]2[O:8][C:9]3[CH2:14][CH2:13][NH:12][CH2:11][C:10]=3[N:25]=2)[CH:2]=1. The yield is 0.490. (9) The reactants are [CH3:1][O:2][C:3](=[O:25])[CH2:4][CH2:5][CH:6]([NH:10][C:11]([C:13]1[CH:18]=[CH:17][C:16]([C:19]2[CH:24]=[CH:23][CH:22]=[CH:21][CH:20]=2)=[CH:15][CH:14]=1)=[O:12])[C:7](O)=[O:8].CCN(CC)CC.ClC(OCC)=O.[BH4-].[Na+].Cl. The catalyst is C1COCC1.CO. The product is [CH3:1][O:2][C:3](=[O:25])[CH2:4][CH2:5][CH:6]([NH:10][C:11]([C:13]1[CH:14]=[CH:15][C:16]([C:19]2[CH:20]=[CH:21][CH:22]=[CH:23][CH:24]=2)=[CH:17][CH:18]=1)=[O:12])[CH2:7][OH:8]. The yield is 0.310. (10) The reactants are F[C:2]1[CH:9]=[CH:8][C:5]([CH:6]=[O:7])=[CH:4][CH:3]=1.[CH3:10][S:11]([C:14]1[CH:19]=[CH:18][CH:17]=[CH:16][C:15]=1[OH:20])(=[O:13])=[O:12].C(=O)([O-])[O-].[K+].[K+]. The catalyst is CN(C)C=O.C(OCC)(=O)C. The product is [CH3:10][S:11]([C:14]1[CH:19]=[CH:18][CH:17]=[CH:16][C:15]=1[O:20][C:2]1[CH:9]=[CH:8][C:5]([CH:6]=[O:7])=[CH:4][CH:3]=1)(=[O:12])=[O:13]. The yield is 0.530.